The task is: Predict the reactants needed to synthesize the given product.. This data is from Full USPTO retrosynthesis dataset with 1.9M reactions from patents (1976-2016). (1) Given the product [Cl:21][C:22]1[CH:27]=[CH:26][C:25]([C@@:28]2([CH3:29])[C@:30]([C:33]3[CH:34]=[CH:35][C:36]([Cl:39])=[CH:37][CH:38]=3)([CH3:31])[NH:32][C:19]([C:14]3[C:15]([O:17][CH3:18])=[N:16][C:11]([O:10][CH3:9])=[N:12][CH:13]=3)=[N:40]2)=[CH:24][CH:23]=1, predict the reactants needed to synthesize it. The reactants are: II.C(=O)([O-])[O-].[K+].[K+].[CH3:9][O:10][C:11]1[N:16]=[C:15]([O:17][CH3:18])[C:14]([CH:19]=O)=[CH:13][N:12]=1.[Cl:21][C:22]1[CH:27]=[CH:26][C:25]([C:28]([NH2:40])([C:30]([C:33]2[CH:38]=[CH:37][C:36]([Cl:39])=[CH:35][CH:34]=2)([NH2:32])[CH3:31])[CH3:29])=[CH:24][CH:23]=1. (2) Given the product [Br:27][CH2:20][C:2]([C@@H:4]1[C@H:8]([CH3:9])[CH2:7][N:6]([C:10]([O:12][CH2:13][C:14]2[CH:19]=[CH:18][CH:17]=[CH:16][CH:15]=2)=[O:11])[CH2:5]1)=[O:3], predict the reactants needed to synthesize it. The reactants are: Cl[C:2]([C@@H:4]1[C@H:8]([CH3:9])[CH2:7][N:6]([C:10]([O:12][CH2:13][C:14]2[CH:19]=[CH:18][CH:17]=[CH:16][CH:15]=2)=[O:11])[CH2:5]1)=[O:3].[CH3:20][Si](C=[N+]=[N-])(C)C.[BrH:27].CCOCC. (3) Given the product [OH:8][C:9]1[CH:10]=[N:11][C:12]([C:15]2[CH:16]=[C:17]([CH:32]=[CH:33][CH:34]=2)[CH2:18][C:19]2[C:24](=[O:25])[CH:23]=[CH:22][N:21]([C:26]3[CH:27]=[N:28][N:29]([CH3:31])[CH:30]=3)[N:20]=2)=[N:13][CH:14]=1, predict the reactants needed to synthesize it. The reactants are: C([O:8][C:9]1[CH:10]=[N:11][C:12]([C:15]2[CH:16]=[C:17]([CH:32]=[CH:33][CH:34]=2)[CH2:18][C:19]2[C:24](=[O:25])[CH:23]=[CH:22][N:21]([C:26]3[CH:27]=[N:28][N:29]([CH3:31])[CH:30]=3)[N:20]=2)=[N:13][CH:14]=1)C1C=CC=CC=1. (4) Given the product [Cl:13][C:10]1[CH:9]=[C:8]2[C:3]([CH:4]=[CH:5][C:6]([CH3:14])=[N:7]2)=[C:2]([C:19]2[CH:20]=[CH:21][C:16]([Cl:15])=[CH:17][CH:18]=2)[C:11]=1[OH:12], predict the reactants needed to synthesize it. The reactants are: Br[C:2]1[C:11]([OH:12])=[C:10]([Cl:13])[CH:9]=[C:8]2[C:3]=1[CH:4]=[CH:5][C:6]([CH3:14])=[N:7]2.[Cl:15][C:16]1[CH:21]=[CH:20][C:19](B(O)O)=[CH:18][CH:17]=1.C([O-])([O-])=O.[K+].[K+].